This data is from Peptide-MHC class I binding affinity with 185,985 pairs from IEDB/IMGT. The task is: Regression. Given a peptide amino acid sequence and an MHC pseudo amino acid sequence, predict their binding affinity value. This is MHC class I binding data. (1) The peptide sequence is AEWLWRTLGR. The MHC is H-2-Db with pseudo-sequence H-2-Db. The binding affinity (normalized) is 0. (2) The peptide sequence is SMRSRARHI. The MHC is HLA-B08:02 with pseudo-sequence HLA-B08:02. The binding affinity (normalized) is 0.232. (3) The peptide sequence is FPGEKRVSK. The MHC is HLA-A30:01 with pseudo-sequence HLA-A30:01. The binding affinity (normalized) is 0.0847. (4) The peptide sequence is RAFWGQVQK. The MHC is HLA-A80:01 with pseudo-sequence HLA-A80:01. The binding affinity (normalized) is 0.0847. (5) The MHC is HLA-A68:02 with pseudo-sequence HLA-A68:02. The peptide sequence is KLQKDLEGL. The binding affinity (normalized) is 0.110. (6) The peptide sequence is WMDMWESPM. The MHC is HLA-A02:01 with pseudo-sequence HLA-A02:01. The binding affinity (normalized) is 0.361.